This data is from Reaction yield outcomes from USPTO patents with 853,638 reactions. The task is: Predict the reaction yield, written as a fraction of the theoretical maximum amount of product (1.0 means a 100% yield; for example, 0.34 means a 34% yield). (1) The reactants are [CH3:1][O:2][CH2:3][C:4]([N:6]1[CH2:10][CH2:9][CH2:8][C@@H:7]1[CH2:11][O:12][C:13]1[CH:22]=[CH:21][CH:20]=[C:19]2[C:14]=1[C:15]([NH:23][C:24]1[CH:29]=[CH:28][C:27]([OH:30])=[C:26]([CH3:31])[CH:25]=1)=[N:16][CH:17]=[N:18]2)=[O:5].Cl.Cl[CH2:34][C:35]1[N:36]=[CH:37][S:38][CH:39]=1. No catalyst specified. The product is [CH3:1][O:2][CH2:3][C:4]([N:6]1[CH2:10][CH2:9][CH2:8][C@@H:7]1[CH2:11][O:12][C:13]1[CH:22]=[CH:21][CH:20]=[C:19]2[C:14]=1[C:15]([NH:23][C:24]1[CH:29]=[CH:28][C:27]([O:30][CH2:34][C:35]3[N:36]=[CH:37][S:38][CH:39]=3)=[C:26]([CH3:31])[CH:25]=1)=[N:16][CH:17]=[N:18]2)=[O:5]. The yield is 0.270. (2) The product is [ClH:18].[N:19]1([C:13]2[CH:12]=[CH:11][C:10]3[CH2:9][NH:8][CH2:17][CH2:16][C:15]=3[N:14]=2)[CH2:24][CH2:23][CH2:22][CH2:21][CH2:20]1. The reactants are C([N:8]1[CH2:17][CH2:16][C:15]2[N:14]=[C:13]([Cl:18])[CH:12]=[CH:11][C:10]=2[CH2:9]1)C1C=CC=CC=1.[NH:19]1[CH2:24][CH2:23][CH2:22][CH2:21][CH2:20]1. The yield is 0.230. No catalyst specified. (3) The reactants are [CH3:1][O:2][C:3]1[CH:8]=[CH:7][C:6]([N:9]2[CH2:14][CH2:13][N:12]([C:15]3[C:16]([CH3:35])=[C:17]([CH3:34])[C:18]4[O:22][C:21]([CH2:24][N:25]5[CH2:30][CH2:29][C:28](=[O:31])[CH2:27][CH2:26]5)([CH3:23])[CH2:20][C:19]=4[C:32]=3[CH3:33])[CH2:11][CH2:10]2)=[CH:5][CH:4]=1.B.[Na]. The catalyst is C(O)C. The product is [CH3:1][O:2][C:3]1[CH:4]=[CH:5][C:6]([N:9]2[CH2:10][CH2:11][N:12]([C:15]3[C:16]([CH3:35])=[C:17]([CH3:34])[C:18]4[O:22][C:21]([CH2:24][N:25]5[CH2:30][CH2:29][CH:28]([OH:31])[CH2:27][CH2:26]5)([CH3:23])[CH2:20][C:19]=4[C:32]=3[CH3:33])[CH2:13][CH2:14]2)=[CH:7][CH:8]=1. The yield is 0.500. (4) The reactants are [CH2:1]([N:3]1[CH:11]=[C:10]2[C:5]([CH:6]=[CH:7][C:8]([CH2:12][N:13]3C(=O)C4C(=CC=CC=4)C3=O)=[CH:9]2)=[N:4]1)[CH3:2].NN.O. The catalyst is CO. The product is [CH2:1]([N:3]1[CH:11]=[C:10]2[C:5]([CH:6]=[CH:7][C:8]([CH2:12][NH2:13])=[CH:9]2)=[N:4]1)[CH3:2]. The yield is 0.520. (5) The reactants are [NH2:1][C:2]1[CH:7]=[CH:6][CH:5]=[C:4]([Br:8])[N:3]=1.[C:9]([O:13]CC)(=[O:12])[CH:10]=[CH2:11].C(O)(=O)C.[OH-].[Na+]. No catalyst specified. The product is [Br:8][C:4]1[N:3]=[C:2]([NH:1][CH2:11][CH2:10][C:9]([OH:13])=[O:12])[CH:7]=[CH:6][CH:5]=1. The yield is 0.680.